From a dataset of Full USPTO retrosynthesis dataset with 1.9M reactions from patents (1976-2016). Predict the reactants needed to synthesize the given product. (1) Given the product [CH2:56]([O:63][C:76]1[CH:75]=[C:74]2[C:69]([C:70](=[O:78])[N:71]=[CH:72][NH:73]2)=[CH:68][C:67]=1[F:66])[C:57]1[CH:62]=[CH:61][CH:60]=[CH:59][CH:58]=1, predict the reactants needed to synthesize it. The reactants are: P(O)(O)(O)=O.P(OCCN(CC)CCCOC1C=C2C(C(NC3C=C(CC(NC4C=CC=C(F)C=4)=O)NN=3)=NC=N2)=CC=1F)(OC(C)(C)C)(OC(C)(C)C)=O.[CH2:56]([OH:63])[C:57]1[CH:62]=[CH:61][CH:60]=[CH:59][CH:58]=1.[H-].[Na+].[F:66][C:67]1[CH:68]=[C:69]2[C:74](=[CH:75][C:76]=1F)[NH:73][CH:72]=[N:71][C:70]2=[O:78]. (2) Given the product [C:1]([O:5][C:6]([N:8]1[CH2:25][C@@H:24]([CH3:26])[N:11]2[C:12]3[CH:13]=[C:14]([C:20]([F:23])([F:22])[F:21])[C:15]([CH3:27])=[CH:16][C:17]=3[CH2:18][C@@H:10]2[CH2:9]1)=[O:7])([CH3:4])([CH3:3])[CH3:2], predict the reactants needed to synthesize it. The reactants are: [C:1]([O:5][C:6]([N:8]1[CH2:25][C@@H:24]([CH3:26])[N:11]2[C:12]3[CH:13]=[C:14]([C:20]([F:23])([F:22])[F:21])[C:15](Br)=[CH:16][C:17]=3[CH2:18][C@@H:10]2[CH2:9]1)=[O:7])([CH3:4])([CH3:3])[CH3:2].[CH3:27]I.C[Li].O. (3) Given the product [CH2:1]([C@@:4]1([CH3:30])[CH2:9][C@H:8]([C:10]2[CH:15]=[CH:14][CH:13]=[C:12]([Cl:16])[CH:11]=2)[C@@H:7]([C:17]2[CH:22]=[CH:21][C:20]([Cl:23])=[CH:19][N:18]=2)[N:6]([C@@H:24]([CH2:27][CH3:28])[CH2:25][S:33][CH2:31][CH3:32])[C:5]1=[O:29])[CH:2]=[CH2:3], predict the reactants needed to synthesize it. The reactants are: [CH2:1]([C:4]1([CH3:30])[CH2:9][C@H:8]([C:10]2[CH:15]=[CH:14][CH:13]=[C:12]([Cl:16])[CH:11]=2)[C@@H:7]([C:17]2[CH:22]=[CH:21][C:20]([Cl:23])=[CH:19][N:18]=2)[N:6]([C@@H:24]([CH2:27][CH3:28])[CH2:25]O)[C:5]1=[O:29])[CH:2]=[CH2:3].[CH2:31]([SH:33])[CH3:32].C(C=P(CCCC)(CCCC)CCCC)#N. (4) Given the product [C:34]([C@@H:32]([C@H:30]([C:29]([OH:38])=[O:37])[OH:31])[OH:33])([OH:36])=[O:35].[CH2:1]([O:3][C:4]1[CH:17]=[C:16]2[C:7]([C:8]([C:19]3[CH:20]=[CH:21][C:22](=[O:26])[N:23]([CH3:25])[CH:24]=3)=[N:9][C@H:10]3[C@@H:15]2[CH2:14][C@H:13]([OH:18])[CH2:12][CH2:11]3)=[CH:6][C:5]=1[O:27][CH3:28])[CH3:2], predict the reactants needed to synthesize it. The reactants are: [CH2:1]([O:3][C:4]1[CH:17]=[C:16]2[C:7]([C:8]([C:19]3[CH:20]=[CH:21][C:22](=[O:26])[N:23]([CH3:25])[CH:24]=3)=[N:9][C@H:10]3[C@@H:15]2[CH2:14][C@H:13]([OH:18])[CH2:12][CH2:11]3)=[CH:6][C:5]=1[O:27][CH3:28])[CH3:2].[C:29]([OH:38])(=[O:37])[C@@H:30]([C@H:32]([C:34]([OH:36])=[O:35])[OH:33])[OH:31]. (5) Given the product [Cl:24][C:22]1[CH:21]=[CH:20][C:19]([O:25][CH3:26])=[C:18]([C:5]2[C:4]([N+:1]([O-:3])=[O:2])=[CH:8][N:7]([CH2:9][O:10][CH2:11][CH2:12][Si:13]([CH3:16])([CH3:15])[CH3:14])[N:6]=2)[CH:23]=1, predict the reactants needed to synthesize it. The reactants are: [N+:1]([C:4]1[CH:5]=[N:6][N:7]([CH2:9][O:10][CH2:11][CH2:12][Si:13]([CH3:16])([CH3:15])[CH3:14])[CH:8]=1)([O-:3])=[O:2].Br[C:18]1[CH:23]=[C:22]([Cl:24])[CH:21]=[CH:20][C:19]=1[O:25][CH3:26].C(=O)([O-])[O-].[K+].[K+].CC(C)(C)C(O)=O. (6) Given the product [F:1][C:2]1[CH:3]=[CH:4][C:5]([C:8]#[C:9][N:10]2[C:18]3[CH:17]=[CH:16][C:15]([C:19]([NH:29][CH3:28])=[O:20])=[CH:14][C:13]=3[C:12]3[CH2:22][N:23]([CH3:26])[CH2:24][CH2:25][C:11]2=3)=[CH:6][CH:7]=1, predict the reactants needed to synthesize it. The reactants are: [F:1][C:2]1[CH:7]=[CH:6][C:5]([C:8]#[C:9][N:10]2[C:18]3[CH:17]=[CH:16][C:15]([C:19](O)=[O:20])=[CH:14][C:13]=3[C:12]3[CH2:22][N:23]([CH3:26])[CH2:24][CH2:25][C:11]2=3)=[CH:4][CH:3]=1.C[CH2:28][N:29]=C=NCCCN(C)C.Cl.CN.C1COCC1. (7) Given the product [ClH:30].[CH3:13][C:5]1[C:6]2[CH:12]=[CH:11][CH:10]=[CH:9][C:7]=2[S:8][C:4]=1[CH2:3][NH:2][C:52](=[O:53])/[CH:51]=[CH:50]/[C:47]1[CH:48]=[N:49][C:43]2[NH:42][C:41](=[O:55])[N:40]([CH2:39][CH2:38][CH2:37][N:31]3[CH2:32][CH2:33][O:34][CH2:35][CH2:36]3)[CH2:45][C:44]=2[CH:46]=1, predict the reactants needed to synthesize it. The reactants are: C[NH:2][CH2:3][C:4]1[S:8][C:7]2[CH:9]=[CH:10][CH:11]=[CH:12][C:6]=2[C:5]=1[CH3:13].CNCC1C=CC2C(=CC=CC=2)C=1CCC.[ClH:30].[N:31]1([CH2:37][CH2:38][CH2:39][N:40]2[CH2:45][C:44]3[CH:46]=[C:47](/[CH:50]=[CH:51]/[C:52](O)=[O:53])[CH:48]=[N:49][C:43]=3[NH:42][C:41]2=[O:55])[CH2:36][CH2:35][O:34][CH2:33][CH2:32]1.Cl.CN1CC2C=C(/C=C/C(O)=O)C=NC=2NC(=O)C1. (8) Given the product [Br:1][C:2]1[CH:3]=[CH:4][C:5]2[CH:9]=[CH:8][S:7][C:6]=2[CH:11]=1, predict the reactants needed to synthesize it. The reactants are: [Br:1][C:2]1[CH:3]=[CH:4][C:5]2[CH:9](O)[CH2:8][S:7][C:6]=2[CH:11]=1.B(F)(F)F.CCOCC.[OH-].[Na+].